Binary Classification. Given a miRNA mature sequence and a target amino acid sequence, predict their likelihood of interaction. From a dataset of Experimentally validated miRNA-target interactions with 360,000+ pairs, plus equal number of negative samples. (1) The miRNA is mmu-miR-1190 with sequence UCAGCUGAGGUUCCCCUCUGUC. The protein sequence of the target gene is MAERRRHKKRIQEVGEPSKEEKAVAKYLRFNCPTKSTNMMGHRVDYFIASKAVDCLLDSKWAKAKKGEEALFTTRESVVDYCNRLLKKQFFHRALKVMKMKYDKDIKKEKDKGKAESGKEEDKKSKKENIKDEKTKKEKEKKKDGEKEESKKEETPGTPKKKETKKKFKLEPHDDQVFLDGNEVYVWIYDPVHFKTFVMGLILVIAVIAATLFPLWPAEMRVGVYYLSVGAGCFVASILLLAVARCILFLIIWLITGGRHHFWFLPNLTADVGFIDSFRPLYTHEYKGPKADLKKDEKSE.... Result: 0 (no interaction). (2) The miRNA is hsa-miR-3186-5p with sequence CAGGCGUCUGUCUACGUGGCUU. The protein sequence of the target gene is MEPGPTAAQRRCSLPPWLPLGLLLWSGLALGALPFGSSPHRVFHDLLSEQQLLEVEDLSLSLLQGGGLGPLSLPPDLPDLDPECRELLLDFANSSAELTGCLVRSARPVRLCQTCYPLFQQVVSKMDNISRAAGNTSESQSCARSLLMADRMQIVVILSEFFNTTWQEANCANCLTNNSEELSNSTVYFLNLFNHTLTCFEHNLQGNAHSLLQTKNYSEVCKNCREAYKTLSSLYSEMQKMNELENKAEPGTHLCIDVEDAMNITRKLWSRTFNCSVPCSDTVPVIAVSVFILFLPVVFY.... Result: 0 (no interaction).